Dataset: Forward reaction prediction with 1.9M reactions from USPTO patents (1976-2016). Task: Predict the product of the given reaction. Given the reactants [NH:1]([C:3](=[O:25])[CH:4]([NH:16][C:17](=[O:24])[C:18]1[CH:23]=[CH:22][CH:21]=[CH:20][CH:19]=1)[C:5]1[C:14]2[C:9](=[CH:10][CH:11]=[CH:12][CH:13]=2)[C:8](=[O:15])[NH:7][N:6]=1)[NH2:2].CO[CH2:28][C:29]([C:31]1[CH:36]=[CH:35][CH:34]=[CH:33][CH:32]=1)=O.[C:37](O)(=[O:39])C, predict the reaction product. The product is: [CH3:37][O:39][C:36]1[CH:35]=[CH:34][CH:33]=[CH:32][C:31]=1/[C:29](=[N:2]/[NH:1][C:3](=[O:25])[CH:4]([NH:16][C:17](=[O:24])[C:18]1[CH:23]=[CH:22][CH:21]=[CH:20][CH:19]=1)[C:5]1[C:14]2[C:9](=[CH:10][CH:11]=[CH:12][CH:13]=2)[C:8](=[O:15])[NH:7][N:6]=1)/[CH3:28].